From a dataset of Reaction yield outcomes from USPTO patents with 853,638 reactions. Predict the reaction yield, written as a fraction of the theoretical maximum amount of product (1.0 means a 100% yield; for example, 0.34 means a 34% yield). (1) The reactants are [Cl:1][C:2]1[CH:7]=[C:6]([Cl:8])[CH:5]=[CH:4][C:3]=1[N:9]1[C:17]2[CH2:16][CH2:15][N:14]([N:18]3[CH2:23][CH2:22][CH2:21][CH2:20][CH2:19]3)[C:13](=[O:24])[C:12]=2[C:11]([CH3:25])=[C:10]1[C:26]1[CH:31]=[CH:30][C:29]([OH:32])=[CH:28][CH:27]=1.C(N(CC)CC)C.[F:40][C:41]([F:49])([F:48])[CH2:42][CH2:43][S:44](Cl)(=[O:46])=[O:45]. The catalyst is ClCCl. The product is [Cl:1][C:2]1[CH:7]=[C:6]([Cl:8])[CH:5]=[CH:4][C:3]=1[N:9]1[C:17]2[CH2:16][CH2:15][N:14]([N:18]3[CH2:23][CH2:22][CH2:21][CH2:20][CH2:19]3)[C:13](=[O:24])[C:12]=2[C:11]([CH3:25])=[C:10]1[C:26]1[CH:27]=[CH:28][C:29]([O:32][S:44]([CH2:43][CH2:42][C:41]([F:49])([F:48])[F:40])(=[O:46])=[O:45])=[CH:30][CH:31]=1. The yield is 0.370. (2) The reactants are C([O:3][CH:4](OCC)[C:5]1[CH:10]=[CH:9][C:8]([CH:11]2[NH:23][C:21]3[C:22]4[C:13](=[N:14][NH:15][C:16](=[O:24])[C:17]=4[CH:18]=[CH:19][CH:20]=3)[CH:12]2[C:25]2[CH:30]=[CH:29][C:28]([CH:31](OCC)[O:32]CC)=[CH:27][CH:26]=2)=[CH:7][CH:6]=1)C.C(=O)([O-])[O-].[K+].[K+]. The catalyst is Cl. The product is [O:24]=[C:16]1[C:17]2[CH:18]=[CH:19][CH:20]=[C:21]3[NH:23][CH:11]([C:8]4[CH:7]=[CH:6][C:5]([CH:4]=[O:3])=[CH:10][CH:9]=4)[CH:12]([C:25]4[CH:30]=[CH:29][C:28]([CH:31]=[O:32])=[CH:27][CH:26]=4)[C:13]([C:22]=23)=[N:14][NH:15]1. The yield is 0.970. (3) The reactants are [CH2:1]([O:8][C:9]1[CH:14]=[CH:13][C:12]([CH2:15][C@H:16]([N:20]([CH3:37])[NH:21][C:22](=[O:36])[CH2:23][CH2:24][NH:25][C:26]([NH:28][CH2:29][C:30]2[CH:35]=[CH:34][CH:33]=[CH:32][CH:31]=2)=[O:27])[C:17]([OH:19])=O)=[CH:11][CH:10]=1)[C:2]1[CH:7]=[CH:6][CH:5]=[CH:4][CH:3]=1.[CH2:38]([O:40][CH:41]([O:55][CH2:56][CH3:57])[CH2:42][NH:43][CH2:44][C:45]1[C:54]2[C:49](=[CH:50][CH:51]=[CH:52][CH:53]=2)[CH:48]=[CH:47][CH:46]=1)[CH3:39].C[N+]1(C2N=C(OC)N=C(OC)N=2)CCOCC1.[Cl-]. The product is [CH2:1]([O:8][C:9]1[CH:10]=[CH:11][C:12]([CH2:15][C@H:16]([N:20]([CH3:37])[NH:21][C:22](=[O:36])[CH2:23][CH2:24][NH:25][C:26]([NH:28][CH2:29][C:30]2[CH:31]=[CH:32][CH:33]=[CH:34][CH:35]=2)=[O:27])[C:17]([N:43]([CH2:42][CH:41]([O:40][CH2:38][CH3:39])[O:55][CH2:56][CH3:57])[CH2:44][C:45]2[C:54]3[C:49](=[CH:50][CH:51]=[CH:52][CH:53]=3)[CH:48]=[CH:47][CH:46]=2)=[O:19])=[CH:13][CH:14]=1)[C:2]1[CH:7]=[CH:6][CH:5]=[CH:4][CH:3]=1. The catalyst is ClCCl.C(Cl)(Cl)Cl. The yield is 0.358.